From a dataset of Reaction yield outcomes from USPTO patents with 853,638 reactions. Predict the reaction yield, written as a fraction of the theoretical maximum amount of product (1.0 means a 100% yield; for example, 0.34 means a 34% yield). (1) The reactants are CN(C)C=O.[C:6](/[C:8](=[C:16](/[N:18]1[CH2:23][CH2:22][CH:21]([C:24]2[CH:29]=[CH:28][CH:27]=[CH:26][CH:25]=2)[CH2:20][CH2:19]1)\[CH3:17])/[C:9](=[S:15])/[N:10]=[CH:11]/N(C)C)#[N:7].[OH-].[Na+].Cl[CH2:33][C:34]([NH2:36])=[O:35]. The catalyst is C(OCC)(=O)C.O. The product is [NH2:7][C:6]1[C:8]2[C:9](=[N:10][CH:11]=[CH:17][C:16]=2[N:18]2[CH2:19][CH2:20][CH:21]([C:24]3[CH:29]=[CH:28][CH:27]=[CH:26][CH:25]=3)[CH2:22][CH2:23]2)[S:15][C:33]=1[C:34]([NH2:36])=[O:35]. The yield is 0.580. (2) The reactants are Cl.[CH:2]([NH:5][C:6]([C:8]1[C:16]2[C:11](=[N:12][CH:13]=[C:14]([O:17][C:18]3[CH:19]=[C:20]4[C:24](=[CH:25][CH:26]=3)[CH2:23][CH2:22][C@H:21]4[NH2:27])[N:15]=2)[N:10]([CH2:28][O:29][CH2:30][CH2:31][Si:32]([CH3:35])([CH3:34])[CH3:33])[CH:9]=1)=[O:7])([CH3:4])[CH3:3].C(N(C(C)C)CC)(C)C.[CH3:45][S:46](Cl)(=[O:48])=[O:47]. The catalyst is ClCCl. The product is [CH:2]([NH:5][C:6]([C:8]1[C:16]2[C:11](=[N:12][CH:13]=[C:14]([O:17][C:18]3[CH:19]=[C:20]4[C:24](=[CH:25][CH:26]=3)[CH2:23][CH2:22][C@H:21]4[NH:27][S:46]([CH3:45])(=[O:48])=[O:47])[N:15]=2)[N:10]([CH2:28][O:29][CH2:30][CH2:31][Si:32]([CH3:33])([CH3:35])[CH3:34])[CH:9]=1)=[O:7])([CH3:4])[CH3:3]. The yield is 0.730. (3) The reactants are [F:1][C:2]1[CH:7]=[C:6]([F:8])[CH:5]=[CH:4][C:3]=1[OH:9].[CH2:10](Br)[C:11]1[CH:16]=[CH:15][CH:14]=[CH:13][CH:12]=1.C(=O)([O-])[O-].[K+].[K+].O. The catalyst is CN(C)C=O. The product is [CH2:10]([O:9][C:3]1[CH:4]=[CH:5][C:6]([F:8])=[CH:7][C:2]=1[F:1])[C:11]1[CH:16]=[CH:15][CH:14]=[CH:13][CH:12]=1. The yield is 0.250.